This data is from Full USPTO retrosynthesis dataset with 1.9M reactions from patents (1976-2016). The task is: Predict the reactants needed to synthesize the given product. (1) Given the product [Cl:1][C:2]1[CH:3]=[CH:4][C:5]([C:8]2[S:12][C:11]([C:13]([OH:15])=[O:14])=[CH:10][CH:9]=2)=[CH:6][CH:7]=1, predict the reactants needed to synthesize it. The reactants are: [Cl:1][C:2]1[CH:7]=[CH:6][C:5]([C:8]2[S:12][C:11]([C:13]([O:15]CC)=[O:14])=[CH:10][CH:9]=2)=[CH:4][CH:3]=1.[OH-].[Na+].Cl. (2) Given the product [CH3:17][C@H:13]1[CH2:14][CH2:15][CH2:16][N:12]1[CH2:11][C@H:9]1[CH2:10][C@@H:8]1[C:5]1[CH:6]=[CH:7][C:2]([C:23]2[CH:24]=[CH:25][C:20]([C:18]#[N:19])=[CH:21][CH:22]=2)=[CH:3][CH:4]=1, predict the reactants needed to synthesize it. The reactants are: Br[C:2]1[CH:7]=[CH:6][C:5]([C@H:8]2[CH2:10][C@@H:9]2[CH2:11][N:12]2[CH2:16][CH2:15][CH2:14][C@@H:13]2[CH3:17])=[CH:4][CH:3]=1.[C:18]([C:20]1[CH:25]=[CH:24][C:23](B(O)O)=[CH:22][CH:21]=1)#[N:19].C(=O)([O-])[O-].[K+].[K+]. (3) The reactants are: C([C@:3]([O:8]S(C(F)(F)F)(=O)=O)([CH3:7])[C:4]([OH:6])=[O:5])C.[H-].[Na+].O[CH:19]1[CH:24]([C:25]2[CH:30]=[CH:29][C:28]([O:31][CH2:32][CH2:33][CH2:34][O:35][CH2:36][C:37]3[CH:42]=[CH:41][CH:40]=[CH:39][C:38]=3[O:43][CH3:44])=[CH:27][CH:26]=2)[CH2:23][CH2:22][N:21]([C:45]([O:47][C:48]([CH3:51])([CH3:50])[CH3:49])=[O:46])[CH2:20]1.O1CC[CH2:54][CH2:53]1. Given the product [CH2:53]([O:6][C:4]([C@@H:3]([O:8][CH:23]1[CH:24]([C:25]2[CH:30]=[CH:29][C:28]([O:31][CH2:32][CH2:33][CH2:34][O:35][CH2:36][C:37]3[CH:42]=[CH:41][CH:40]=[CH:39][C:38]=3[O:43][CH3:44])=[CH:27][CH:26]=2)[CH2:19][CH2:20][N:21]([C:45]([O:47][C:48]([CH3:49])([CH3:50])[CH3:51])=[O:46])[CH2:22]1)[CH3:7])=[O:5])[CH3:54], predict the reactants needed to synthesize it. (4) Given the product [C:37]([NH:40][C@H:41]([C:45]([O:13][CH2:14][C:15]1[N:19]2[C:20](=[O:36])[N:21]([CH:23]3[CH2:24][CH2:25][N:26]([C:29]([O:31][C:32]([CH3:33])([CH3:35])[CH3:34])=[O:30])[CH2:27][CH2:28]3)[CH2:22][C:18]2=[CH:17][N:16]=1)=[O:46])[CH:42]([CH3:44])[CH3:43])(=[O:39])[CH3:38], predict the reactants needed to synthesize it. The reactants are: N(C(OCC)=O)=NC(OCC)=O.[OH:13][CH2:14][C:15]1[N:19]2[C:20](=[O:36])[N:21]([CH:23]3[CH2:28][CH2:27][N:26]([C:29]([O:31][C:32]([CH3:35])([CH3:34])[CH3:33])=[O:30])[CH2:25][CH2:24]3)[CH2:22][C:18]2=[CH:17][N:16]=1.[C:37]([NH:40][C@H:41]([C:45](O)=[O:46])[CH:42]([CH3:44])[CH3:43])(=[O:39])[CH3:38].C1(P(C2C=CC=CC=2)C2C=CC=CC=2)C=CC=CC=1. (5) Given the product [Cl:1][C:2]1[CH:3]=[CH:4][C:5]([CH:24]=[O:25])=[C:6]2[C:10]=1[N:9]=[C:8]1[CH:11]([C:16]3[CH:21]=[CH:20][C:19]([Cl:22])=[CH:18][C:17]=3[Cl:23])[O:12][CH2:13][CH2:14][CH2:15][N:7]21, predict the reactants needed to synthesize it. The reactants are: [Cl:1][C:2]1[C:10]2[N:9]=[C:8]3[CH:11]([C:16]4[CH:21]=[CH:20][C:19]([Cl:22])=[CH:18][C:17]=4[Cl:23])[O:12][CH2:13][CH2:14][CH2:15][N:7]3[C:6]=2[C:5]([CH2:24][OH:25])=[CH:4][CH:3]=1.CC(OI1(OC(C)=O)(OC(C)=O)OC(=O)C2C=CC=CC1=2)=O. (6) The reactants are: [C:1]([CH2:4][O:5][CH:6]1[CH:11]([C:12]2[CH:17]=[CH:16][C:15]([O:18][CH2:19][CH2:20][CH2:21][O:22][CH2:23][C:24]3[CH:29]=[CH:28][CH:27]=[CH:26][C:25]=3[O:30][CH3:31])=[CH:14][CH:13]=2)[CH2:10][CH2:9][N:8]([C:32]([O:34][C:35]([CH3:38])([CH3:37])[CH3:36])=[O:33])[CH2:7]1)(O)=[O:2].[NH2:39][C:40]1[CH:45]=[CH:44][CH:43]=[CH:42][C:41]=1[CH2:46][CH2:47][NH:48][C:49](=[O:51])[CH3:50]. Given the product [C:49]([NH:48][CH2:47][CH2:46][C:41]1[CH:42]=[CH:43][CH:44]=[CH:45][C:40]=1[NH:39][C:1]([CH2:4][O:5][CH:6]1[CH:11]([C:12]2[CH:17]=[CH:16][C:15]([O:18][CH2:19][CH2:20][CH2:21][O:22][CH2:23][C:24]3[CH:29]=[CH:28][CH:27]=[CH:26][C:25]=3[O:30][CH3:31])=[CH:14][CH:13]=2)[CH2:10][CH2:9][N:8]([C:32]([O:34][C:35]([CH3:38])([CH3:36])[CH3:37])=[O:33])[CH2:7]1)=[O:2])(=[O:51])[CH3:50], predict the reactants needed to synthesize it. (7) Given the product [CH3:10][O:11][C:12]([C:14]1[CH:15]=[CH:16][C:17]2[N:18]([CH:21]=[N:22][CH:23]=2)[C:19]=1[NH:4][C:3]1[CH:5]=[CH:6][C:7]([I:9])=[CH:8][C:2]=1[F:1])=[O:13], predict the reactants needed to synthesize it. The reactants are: [F:1][C:2]1[CH:8]=[C:7]([I:9])[CH:6]=[CH:5][C:3]=1[NH2:4].[CH3:10][O:11][C:12]([C:14]1[CH:15]=[CH:16][C:17]2[N:18]([CH:21]=[N:22][CH:23]=2)[C:19]=1Cl)=[O:13].C[Si]([N-][Si](C)(C)C)(C)C.[Li+]. (8) Given the product [CH2:1]([O:8][C:9]1[CH:17]=[CH:16][C:12]([C:13]([Cl:21])=[O:14])=[CH:11][CH:10]=1)[C:2]1[CH:7]=[CH:6][CH:5]=[CH:4][CH:3]=1, predict the reactants needed to synthesize it. The reactants are: [CH2:1]([O:8][C:9]1[CH:17]=[CH:16][C:12]([C:13](O)=[O:14])=[CH:11][CH:10]=1)[C:2]1[CH:7]=[CH:6][CH:5]=[CH:4][CH:3]=1.C(Cl)(=O)C([Cl:21])=O.